Dataset: Full USPTO retrosynthesis dataset with 1.9M reactions from patents (1976-2016). Task: Predict the reactants needed to synthesize the given product. Given the product [CH:11]1[C:12]2[C:7](=[N:6][C:5]3[C:14]([C:13]=2[C:15]([O:17][CH3:20])=[O:16])=[CH:1][CH:2]=[CH:3][CH:4]=3)[CH:8]=[CH:9][CH:10]=1, predict the reactants needed to synthesize it. The reactants are: [CH:1]1[C:14]2[C:5](=[N:6][C:7]3[C:12]([C:13]=2[C:15]([OH:17])=[O:16])=[CH:11][CH:10]=[CH:9][CH:8]=3)[CH:4]=[CH:3][CH:2]=1.CI.[C:20](=O)([O-])[O-].[K+].[K+].